Dataset: Reaction yield outcomes from USPTO patents with 853,638 reactions. Task: Predict the reaction yield, written as a fraction of the theoretical maximum amount of product (1.0 means a 100% yield; for example, 0.34 means a 34% yield). (1) The reactants are [N+:1]([C:4]1[C:5]([N:13]2[CH2:18][CH2:17][CH2:16][C@H:15]([NH:19][C:20](=[O:26])[O:21][C:22]([CH3:25])([CH3:24])[CH3:23])[CH2:14]2)=[C:6]2[CH2:12][CH2:11][CH2:10][C:7]2=[N:8][CH:9]=1)([O-])=O.[NH4+].[Cl-]. The catalyst is CCO.O.CCOC(C)=O.[Fe]. The product is [NH2:1][C:4]1[C:5]([N:13]2[CH2:18][CH2:17][CH2:16][C@H:15]([NH:19][C:20](=[O:26])[O:21][C:22]([CH3:24])([CH3:23])[CH3:25])[CH2:14]2)=[C:6]2[CH2:12][CH2:11][CH2:10][C:7]2=[N:8][CH:9]=1. The yield is 1.00. (2) The reactants are [Cl:1][C:2]1[N:3]=[C:4](Cl)[C:5]2[CH2:10][CH2:9][CH2:8][C:6]=2[N:7]=1.C([Sn](CCCC)(CCCC)[C:17]([O:19][CH2:20][CH3:21])=[CH2:18])CCC. No catalyst specified. The product is [Cl:1][C:2]1[N:3]=[C:4]([C:17]([O:19][CH2:20][CH3:21])=[CH2:18])[C:5]2[CH2:10][CH2:9][CH2:8][C:6]=2[N:7]=1. The yield is 0.290. (3) The reactants are [Br:1][C:2]1[CH:3]=[C:4]([O:20][C:21]2[CH:26]=[CH:25][CH:24]=[CH:23][CH:22]=2)[C:5]([NH:8][C:9]2[S:10][CH:11]=[C:12]([CH2:14][CH2:15][C:16](OC)=[O:17])[N:13]=2)=[N:6][CH:7]=1.O.[NH2:28][NH2:29]. The catalyst is CCO. The product is [Br:1][C:2]1[CH:3]=[C:4]([O:20][C:21]2[CH:26]=[CH:25][CH:24]=[CH:23][CH:22]=2)[C:5]([NH:8][C:9]2[S:10][CH:11]=[C:12]([CH2:14][CH2:15][C:16]([NH:28][NH2:29])=[O:17])[N:13]=2)=[N:6][CH:7]=1. The yield is 0.831. (4) The reactants are CCN(CC)CC.O[C@@H:9]([CH3:26])[C@@H:10]([NH:14][C:15]([O:17][CH2:18][CH2:19][CH2:20][CH2:21][CH2:22][CH2:23][CH2:24][CH3:25])=[O:16])[C:11]([OH:13])=[O:12].CN(C(ON1N=NC2C=CC=CC1=2)=[N+](C)C)C.F[P-](F)(F)(F)(F)F. The catalyst is C(Cl)Cl. The product is [CH2:18]([O:17][C:15](=[O:16])[NH:14][C@H:10]1[C:11](=[O:13])[O:12][C@H:9]1[CH3:26])[CH2:19][CH2:20][CH2:21][CH2:22][CH2:23][CH2:24][CH3:25]. The yield is 0.180. (5) The reactants are [NH2:1][C:2]1[N:10]=[CH:9][N:8]=[C:7]2[C:3]=1[N:4]=[CH:5][N:6]2[C@H:11]1[C@@H:15]2[O:16]C(C)(C)[O:18][C@@H:14]2[C@@H:13]([CH2:21][N:22]([CH3:38])[CH2:23][CH2:24][CH2:25][NH:26][C:27]([NH:29][C:30]2[CH:35]=[CH:34][C:33]([F:36])=[C:32]([Cl:37])[CH:31]=2)=[O:28])[O:12]1.C([O-])([O-])=O.[K+].[K+]. The catalyst is C(O)(C(F)(F)F)=O.O. The product is [NH2:1][C:2]1[N:10]=[CH:9][N:8]=[C:7]2[C:3]=1[N:4]=[CH:5][N:6]2[C@@H:11]1[O:12][C@H:13]([CH2:21][N:22]([CH3:38])[CH2:23][CH2:24][CH2:25][NH:26][C:27]([NH:29][C:30]2[CH:35]=[CH:34][C:33]([F:36])=[C:32]([Cl:37])[CH:31]=2)=[O:28])[C@@H:14]([OH:18])[C@H:15]1[OH:16]. The yield is 0.770.